Dataset: Reaction yield outcomes from USPTO patents with 853,638 reactions. Task: Predict the reaction yield, written as a fraction of the theoretical maximum amount of product (1.0 means a 100% yield; for example, 0.34 means a 34% yield). (1) The reactants are [Br:1][C:2]1[CH:3]=[C:4]2[C:9](=[CH:10][CH:11]=1)[N:8]([CH:12]=O)[CH2:7][CH2:6][C:5]2([CH3:15])[CH3:14].[CH2:16]([Mg]Br)[CH3:17].C(OCC)C. The catalyst is O1CCCC1. The product is [Br:1][C:2]1[CH:3]=[C:4]2[C:9](=[CH:10][CH:11]=1)[N:8]([CH:12]1[CH2:17][CH2:16]1)[CH2:7][CH2:6][C:5]2([CH3:15])[CH3:14]. The yield is 0.640. (2) The reactants are [NH:1]1[C:9]2[C:4](=[CH:5][CH:6]=[CH:7][CH:8]=2)[C:3](/[CH:10]=[C:11]2\[O:12][C:13]3[C:20]([C:21]#[C:22][CH2:23][CH2:24][CH:25]4[CH2:30][CH2:29][N:28](C(OC(C)(C)C)=O)[CH2:27][CH2:26]4)=[C:19]([O:38][CH3:39])[CH:18]=[CH:17][C:14]=3[C:15]\2=[O:16])=[N:2]1.Cl.CCOCC. The catalyst is C(Cl)Cl.O1CCOCC1. The product is [NH:1]1[C:9]2[C:4](=[CH:5][CH:6]=[CH:7][CH:8]=2)[C:3](/[CH:10]=[C:11]2\[O:12][C:13]3[C:20]([C:21]#[C:22][CH2:23][CH2:24][CH:25]4[CH2:26][CH2:27][NH:28][CH2:29][CH2:30]4)=[C:19]([O:38][CH3:39])[CH:18]=[CH:17][C:14]=3[C:15]\2=[O:16])=[N:2]1. The yield is 0.910. (3) The reactants are [N+:1]([C:4]1[CH:9]=[CH:8][CH:7]=[CH:6][C:5]=1[S:10](Cl)(=[O:12])=[O:11])([O-:3])=[O:2].[NH2:14][CH2:15][CH2:16][CH2:17][OH:18].C(N(CC)CC)C.[O:26]1[CH:31]=[CH:30][CH2:29][CH2:28][CH2:27]1.C1(C)C=CC(S(O)(=O)=O)=CC=1.[OH-].[Na+]. The catalyst is ClCCl.O. The product is [N+:1]([C:4]1[CH:9]=[CH:8][CH:7]=[CH:6][C:5]=1[S:10]([NH:14][CH2:15][CH2:16][CH2:17][O:18][CH:27]1[CH2:28][CH2:29][CH2:30][CH2:31][O:26]1)(=[O:12])=[O:11])([O-:3])=[O:2]. The yield is 0.800. (4) The reactants are [CH3:1][C:2]([O:5][C:6]([NH:8][CH2:9][C:10]([OH:12])=O)=[O:7])([CH3:4])[CH3:3].CN(C(ON1N=NC2C=CC=NC1=2)=[N+](C)C)C.F[P-](F)(F)(F)(F)F.[NH:37]1[C:46]2[C:41](=[CH:42][CH:43]=[CH:44][CH:45]=2)[CH2:40][CH2:39][CH2:38]1.CCN(C(C)C)C(C)C. The catalyst is C(Cl)Cl. The product is [N:37]1([C:10](=[O:12])[CH2:9][NH:8][C:6](=[O:7])[O:5][C:2]([CH3:1])([CH3:3])[CH3:4])[C:46]2[C:41](=[CH:42][CH:43]=[CH:44][CH:45]=2)[CH2:40][CH2:39][CH2:38]1. The yield is 0.870. (5) The reactants are OC[C:3]1[CH:7]=[CH:6][S:5][C:4]=1[C:8]1[N:13]=[C:12]2[N:14]([CH2:18][CH:19]3[CH2:24][CH2:23][O:22][CH2:21][CH2:20]3)[C:15](=[O:17])[NH:16][C:11]2=[N:10][CH:9]=1.[CH:25]([C:27]1C=CSC=1B(O)O)=[O:26].[BH4-].[Na+].BrC1N=C2N(CC3CCOCC3)C(=[O:47])NC2=NC=1.C(=O)([O-])[O-].[K+].[K+]. The catalyst is CO.C1C=CC(P(C2C=CC=CC=2)[C-]2C=CC=C2)=CC=1.C1C=CC(P(C2C=CC=CC=2)[C-]2C=CC=C2)=CC=1.Cl[Pd]Cl.[Fe+2].O.O1CCOCC1. The product is [OH:26][CH2:25][CH2:27][O:47][C:3]1[CH:7]=[CH:6][S:5][C:4]=1[C:8]1[N:13]=[C:12]2[N:14]([CH2:18][CH:19]3[CH2:24][CH2:23][O:22][CH2:21][CH2:20]3)[C:15](=[O:17])[NH:16][C:11]2=[N:10][CH:9]=1. The yield is 0.404. (6) The reactants are [Cl:1][C:2]1[CH:10]=[CH:9][C:5]([C:6]([OH:8])=O)=[CH:4][N:3]=1.Cl.C(N=C=NCCCN(C)C)C.OC1C2N=NNC=2C=CC=1.C(N(CC)CC)C.[F:40][C:41]1[CH:46]=[CH:45][C:44]([NH2:47])=[C:43]([NH2:48])[CH:42]=1. The catalyst is [Cl-].[Na+].O.CN(C=O)C. The product is [NH2:48][C:43]1[CH:42]=[C:41]([F:40])[CH:46]=[CH:45][C:44]=1[NH:47][C:6](=[O:8])[C:5]1[CH:9]=[CH:10][C:2]([Cl:1])=[N:3][CH:4]=1. The yield is 0.730.